Dataset: Forward reaction prediction with 1.9M reactions from USPTO patents (1976-2016). Task: Predict the product of the given reaction. (1) Given the reactants Br[C:2]1[C:3]([O:20][CH3:21])=[C:4]([CH:10]([NH:12][C:13](=[O:19])[O:14][C:15]([CH3:18])([CH3:17])[CH3:16])[CH3:11])[CH:5]=[C:6]([Cl:9])[C:7]=1[CH3:8].CO[CH2:24][CH2:25]OC.C(=O)([O-])[O-].[K+].[K+].N1C=CC=CC=1.C(B1OB(C=C)OB(C=C)O1)=C, predict the reaction product. The product is: [Cl:9][C:6]1[C:7]([CH3:8])=[C:2]([CH:24]=[CH2:25])[C:3]([O:20][CH3:21])=[C:4]([CH:10]([NH:12][C:13](=[O:19])[O:14][C:15]([CH3:18])([CH3:17])[CH3:16])[CH3:11])[CH:5]=1. (2) Given the reactants [F:1][C:2]([F:32])([F:31])[C:3]1[CH:4]=[C:5]([CH:24]=[C:25]([C:27]([F:30])([F:29])[F:28])[CH:26]=1)[C:6]([N:8]1[CH2:13][CH2:12][NH:11][CH2:10][C@H:9]1[CH2:14][C:15]1[C:23]2[C:18](=[CH:19][CH:20]=[CH:21][CH:22]=2)[NH:17][CH:16]=1)=[O:7].O.[C:34]([O-:37])([O-])=[O:35].[K+].[K+], predict the reaction product. The product is: [F:30][C:27]([F:28])([F:29])[C:25]1[CH:24]=[C:5]([CH:4]=[C:3]([C:2]([F:1])([F:31])[F:32])[CH:26]=1)[C:6]([N:8]1[CH2:13][CH2:12][N:11]([C:34]([O:37][C:3]([CH3:4])([CH3:26])[CH3:2])=[O:35])[CH2:10][C@H:9]1[CH2:14][C:15]1[C:23]2[C:18](=[CH:19][CH:20]=[CH:21][CH:22]=2)[NH:17][CH:16]=1)=[O:7]. (3) Given the reactants [Si:1]([O:8][C@H:9]([C:33]1[CH:34]=[N+:35]([O-])[CH:36]=[CH:37][CH:38]=1)[C@H:10]1[CH2:14][CH2:13][C@@H:12]([CH2:15][C:16]2[CH:21]=[CH:20][C:19]([C:22]([O:24][CH3:25])=[O:23])=[CH:18][CH:17]=2)[N:11]1[C:26]([O:28][C:29]([CH3:32])([CH3:31])[CH3:30])=[O:27])([C:4]([CH3:7])([CH3:6])[CH3:5])([CH3:3])[CH3:2].[C:40]([NH2:49])([C:43]1[CH:48]=[CH:47][CH:46]=[CH:45][CH:44]=1)([CH3:42])[CH3:41].C1(C)C=CC(S(OS(C2C=CC(C)=CC=2)(=O)=O)(=O)=O)=CC=1, predict the reaction product. The product is: [Si:1]([O:8][C@H:9]([C:33]1[CH:34]=[N:35][C:36]([NH:49][C:40]([C:43]2[CH:48]=[CH:47][CH:46]=[CH:45][CH:44]=2)([CH3:42])[CH3:41])=[CH:37][CH:38]=1)[C@H:10]1[CH2:14][CH2:13][C@@H:12]([CH2:15][C:16]2[CH:21]=[CH:20][C:19]([C:22]([O:24][CH3:25])=[O:23])=[CH:18][CH:17]=2)[N:11]1[C:26]([O:28][C:29]([CH3:32])([CH3:31])[CH3:30])=[O:27])([C:4]([CH3:7])([CH3:6])[CH3:5])([CH3:3])[CH3:2].